This data is from Catalyst prediction with 721,799 reactions and 888 catalyst types from USPTO. The task is: Predict which catalyst facilitates the given reaction. (1) Reactant: [O:1]=[C:2]1[CH2:7][CH2:6][CH2:5][CH2:4][CH:3]1C=O.CC([O-])=O.[Na+].[NH2:15][C:16]1[CH:24]=[CH:23][C:19]([C:20]([OH:22])=[O:21])=[CH:18][CH:17]=1.Cl.[N:26]([O-])=O.[Na+]. Product: [O:1]=[C:2]1[CH2:7][CH2:6][CH2:5][CH2:4][C:3]1=[N:26][NH:15][C:16]1[CH:24]=[CH:23][C:19]([C:20]([OH:22])=[O:21])=[CH:18][CH:17]=1. The catalyst class is: 24. (2) Reactant: [C:1](Cl)(=[O:5])[C:2]([CH3:4])=[CH2:3].OC[C:9]1[C:10](=[O:15])[CH2:11]CCC=1.CN1CC[O:20]CC1. Product: [CH3:9][CH:10]([OH:15])[CH2:11][O:20][C:1]([C:2]([CH3:4])=[CH2:3])=[O:5]. The catalyst class is: 2. (3) The catalyst class is: 323. Product: [CH3:26][O:25][C:20]1[CH:19]=[C:18]2[C:17](=[CH:22][C:21]=1[O:23][CH3:24])[CH:28]([C:29]#[N:30])[CH2:27]2. Reactant: C(NC(C)C)(C)C.C([Li])CCC.CN(C)S(=O)(=O)O[C:17]1[CH:22]=[C:21]([O:23][CH3:24])[C:20]([O:25][CH3:26])=[CH:19][C:18]=1[CH2:27][CH2:28][C:29]#[N:30].O. (4) Reactant: [N:1]1[CH:6]=[CH:5][C:4]([N:7]2[CH2:12][CH2:11][CH:10]([C:13]([O:15]CC)=[O:14])[CH2:9][CH2:8]2)=[CH:3][CH:2]=1.[ClH:18]. Product: [ClH:18].[N:1]1[CH:2]=[CH:3][C:4]([N:7]2[CH2:12][CH2:11][CH:10]([C:13]([OH:15])=[O:14])[CH2:9][CH2:8]2)=[CH:5][CH:6]=1. The catalyst class is: 12. (5) Reactant: [CH3:1][O:2][C:3]1[CH:4]=[C:5]2[C:9](=[CH:10][CH:11]=1)[N:8]([CH2:12][C:13]1[N:18]=[C:17]([C:19]([O:21][CH3:22])=O)[CH:16]=[CH:15][CH:14]=1)[C:7]([C:23]1[CH:28]=[CH:27][CH:26]=[CH:25][CH:24]=1)=[CH:6]2.[OH2:29].[NH2:30][NH2:31]. Product: [CH3:1][O:2][C:3]1[CH:4]=[C:5]2[C:9](=[CH:10][CH:11]=1)[N:8]([CH2:12][C:13]1[N:18]=[C:17]([C:19]3[O:21][C:22](=[O:29])[NH:31][N:30]=3)[CH:16]=[CH:15][CH:14]=1)[C:7]([C:23]1[CH:24]=[CH:25][CH:26]=[CH:27][CH:28]=1)=[CH:6]2. The catalyst class is: 111.